This data is from Reaction yield outcomes from USPTO patents with 853,638 reactions. The task is: Predict the reaction yield, written as a fraction of the theoretical maximum amount of product (1.0 means a 100% yield; for example, 0.34 means a 34% yield). (1) The reactants are [C:1]([NH:4][CH2:5][CH:6]1[O:10][C:9](=[O:11])[N:8]([C:12]2[CH:17]=[CH:16][C:15]([C:18]3[CH:19]=[CH:20][C:21]([CH2:24]OS(C)(=O)=O)=[N:22][CH:23]=3)=[C:14]([F:30])[CH:13]=2)[CH2:7]1)(=[O:3])[CH3:2].[O:31]1[CH:35]=[C:34]([CH2:36][NH2:37])[CH:33]=[N:32]1. The catalyst is CN(C=O)C. The product is [F:30][C:14]1[CH:13]=[C:12]([N:8]2[CH2:7][CH:6]([CH2:5][NH:4][C:1](=[O:3])[CH3:2])[O:10][C:9]2=[O:11])[CH:17]=[CH:16][C:15]=1[C:18]1[CH:23]=[N:22][C:21]([CH2:24][NH:37][CH2:36][C:34]2[CH:33]=[N:32][O:31][CH:35]=2)=[CH:20][CH:19]=1. The yield is 0.100. (2) The reactants are [Cl:1][C:2]1[CH:27]=[CH:26][CH:25]=[CH:24][C:3]=1[C:4]([NH:6][C:7](=[O:23])[NH:8][C:9]1[S:10][C:11]2[CH:17]=[C:16]([S:18]([CH:21]=[CH2:22])(=[O:20])=[O:19])[CH:15]=[CH:14][C:12]=2[N:13]=1)=[O:5].C1C[O:31]CC1. No catalyst specified. The product is [Cl:1][C:2]1[CH:27]=[CH:26][CH:25]=[CH:24][C:3]=1[C:4]([NH:6][C:7](=[O:23])[NH:8][C:9]1[S:10][C:11]2[CH:17]=[C:16]([S:18]([CH2:21][CH2:22][OH:31])(=[O:20])=[O:19])[CH:15]=[CH:14][C:12]=2[N:13]=1)=[O:5]. The yield is 0.0900. (3) The reactants are [CH:1]([CH:4]1[CH2:9][C:8](=[O:10])[CH2:7][C:6](=[O:11])[CH2:5]1)([CH3:3])[CH3:2].[Br:12]Br. The catalyst is CC(O)=O. The product is [Br:12][CH:7]1[C:6](=[O:11])[CH2:5][CH:4]([CH:1]([CH3:3])[CH3:2])[CH2:9][C:8]1=[O:10]. The yield is 0.960. (4) The reactants are Br[C:2]1[CH:3]=[C:4]([CH:19]=[CH:20][CH:21]=1)[CH2:5][O:6][C:7]1[CH:12]=[CH:11][C:10]([CH2:13][CH2:14][C:15]([O:17]C)=[O:16])=[CH:9][CH:8]=1.[C:22]1([CH:28]2[O:33][CH2:32][CH2:31][NH:30][CH2:29]2)[CH:27]=[CH:26][CH:25]=[CH:24][CH:23]=1.C1(P(C2C=CC=CC=2)C2C=CC3C(=CC=CC=3)C=2C2C3C(=CC=CC=3)C=CC=2P(C2C=CC=CC=2)C2C=CC=CC=2)C=CC=CC=1.C(=O)([O-])[O-].[Cs+].[Cs+].[OH-].[Na+].Cl. The catalyst is C1C=CC(/C=C/C(/C=C/C2C=CC=CC=2)=O)=CC=1.C1C=CC(/C=C/C(/C=C/C2C=CC=CC=2)=O)=CC=1.C1C=CC(/C=C/C(/C=C/C2C=CC=CC=2)=O)=CC=1.[Pd].[Pd].O1CCCC1.CO.C1(C)C=CC=CC=1. The product is [C:22]1([CH:28]2[O:33][CH2:32][CH2:31][N:30]([C:2]3[CH:3]=[C:4]([CH:19]=[CH:20][CH:21]=3)[CH2:5][O:6][C:7]3[CH:12]=[CH:11][C:10]([CH2:13][CH2:14][C:15]([OH:17])=[O:16])=[CH:9][CH:8]=3)[CH2:29]2)[CH:23]=[CH:24][CH:25]=[CH:26][CH:27]=1. The yield is 0.360. (5) The reactants are C(N(CC)CC)C.[S:8]1[CH:12]=[CH:11][C:10]2[CH:13]=[CH:14][CH:15]=[C:16]([C:17]3[CH:22]=[CH:21][N:20]=[CH:19][C:18]=3[CH:23]([NH2:25])[CH3:24])[C:9]1=2.[C:26]([O:30][C:31](O[C:31]([O:30][C:26]([CH3:29])([CH3:28])[CH3:27])=[O:32])=[O:32])([CH3:29])([CH3:28])[CH3:27]. The catalyst is O1CCOCC1.O.C(Cl)(Cl)Cl. The product is [S:8]1[CH:12]=[CH:11][C:10]2[CH:13]=[CH:14][CH:15]=[C:16]([C:17]3[CH:22]=[CH:21][N:20]=[CH:19][C:18]=3[CH:23]([NH:25][C:31](=[O:32])[O:30][C:26]([CH3:29])([CH3:28])[CH3:27])[CH3:24])[C:9]1=2. The yield is 0.670. (6) The reactants are Cl[C:2]1[N:10]2[C:6](=[N:7][C:8]3[CH:14]=[CH:13][CH:12]=[CH:11][C:9]=32)[C:5]([C:15]#[N:16])=[C:4]([CH3:17])[C:3]=1[C:18]1[CH:23]=[CH:22][CH:21]=[CH:20][CH:19]=1.C(N(CC)CC)C.[CH3:31][C@H:32]1[CH2:37][NH:36][CH2:35][CH2:34][NH:33]1.O. The catalyst is CS(C)=O. The product is [CH3:17][C:4]1[C:3]([C:18]2[CH:19]=[CH:20][CH:21]=[CH:22][CH:23]=2)=[C:2]([N:36]2[CH2:35][CH2:34][NH:33][C@@H:32]([CH3:31])[CH2:37]2)[N:10]2[C:6](=[N:7][C:8]3[CH:14]=[CH:13][CH:12]=[CH:11][C:9]=32)[C:5]=1[C:15]#[N:16]. The yield is 0.580.